Dataset: Forward reaction prediction with 1.9M reactions from USPTO patents (1976-2016). Task: Predict the product of the given reaction. (1) Given the reactants [C:1]([NH2:6])(=[O:5])[C:2]([CH3:4])=[CH2:3].C([N-]C(C)C)(C)C.[Li+].[C:15]12([C:25](Cl)=[O:26])[CH2:24][CH:19]3[CH2:20][CH:21]([CH2:23][CH:17]([CH2:18]3)[CH2:16]1)[CH2:22]2.C([O:32]C)(C)(C)C, predict the reaction product. The product is: [C:1]([NH2:6])(=[O:5])[C:2]([CH3:4])=[CH2:3].[C:15]12([C:25]([OH:26])=[O:32])[CH2:24][CH:19]3[CH2:20][CH:21]([CH2:23][CH:17]([CH2:18]3)[CH2:16]1)[CH2:22]2. (2) Given the reactants [CH3:1][O:2][C:3]1[CH:4]=[C:5]2[C:10](=[CH:11][C:12]=1[O:13][CH3:14])[N:9]=[CH:8][CH:7]=[C:6]2[O:15][C:16]1[CH:22]=[CH:21][C:19]([NH2:20])=[C:18]([CH3:23])[C:17]=1[CH3:24].ClC(Cl)(O[C:29](=O)[O:30][C:31](Cl)(Cl)Cl)Cl.[F:37][C:38]1C=CC=[C:40](OC)[C:39]=1N.C[OH:48].C([N:51]([CH2:54]C)[CH2:52][CH3:53])C, predict the reaction product. The product is: [CH3:1][O:2][C:3]1[CH:4]=[C:5]2[C:10](=[CH:11][C:12]=1[O:13][CH3:14])[N:9]=[CH:8][CH:7]=[C:6]2[O:15][C:16]1[CH:22]=[CH:21][C:19]([NH:20][C:54]([NH:51][C:52]2[CH:53]=[CH:40][CH:39]=[C:38]([F:37])[C:29]=2[O:30][CH3:31])=[O:48])=[C:18]([CH3:23])[C:17]=1[CH3:24]. (3) Given the reactants [Al+3].[Cl-].[Cl-].[Cl-].[H-].[H-].[H-].[H-].[Li+].[Al+3].[CH2:11]1[C:16]2=[CH:17][C:18]3[CH:19]=[CH:20][CH:21]=[CH:22][C:23]=3[N:15]2[CH2:14][CH2:13][N:12]1[C:24](=O)[CH:25]([N:27]1[CH2:32][CH2:31][N:30]([CH3:33])[CH2:29][CH2:28]1)[CH3:26], predict the reaction product. The product is: [CH3:33][N:30]1[CH2:29][CH2:28][N:27]([CH:25]([CH3:26])[CH2:24][N:12]2[CH2:13][CH2:14][N:15]3[C:23]4[CH:22]=[CH:21][CH:20]=[CH:19][C:18]=4[CH:17]=[C:16]3[CH2:11]2)[CH2:32][CH2:31]1. (4) Given the reactants [OH:1][C:2]1[CH:7]=[C:6]([OH:8])[CH:5]=[CH:4][C:3]=1[C:9](=[O:21])[CH2:10][C:11]1[CH:16]=[CH:15][C:14]([OH:17])=[C:13]([O:18][CH2:19][CH3:20])[CH:12]=1.[C:22](O[C:22]([C:24]([F:27])([F:26])[F:25])=O)([C:24]([F:27])([F:26])[F:25])=O, predict the reaction product. The product is: [CH2:19]([O:18][C:13]1[CH:12]=[C:11]([C:10]2[C:9](=[O:21])[C:3]3[C:2](=[CH:7][C:6]([OH:8])=[CH:5][CH:4]=3)[O:1][C:22]=2[C:24]([F:27])([F:26])[F:25])[CH:16]=[CH:15][C:14]=1[OH:17])[CH3:20]. (5) Given the reactants C(C1C=CC(C2N(CC(O)=O)C(=O)N(C3C=CC=C(C(F)(F)F)C=3)C3CCNC(=O)C2=3)=CC=1)#N.[C:35]([C:37]1[CH:42]=[CH:41][C:40]([CH:43]2[N:48]([CH2:49][C:50]([O:52]C)=[O:51])[C:47](=[O:54])[N:46]([C:55]3[CH:60]=[CH:59][CH:58]=[C:57]([C:61]([F:64])([F:63])[F:62])[CH:56]=3)[C:45]3[CH2:65][C:66]([CH3:71])([CH3:70])[NH:67][C:68](=[O:69])[C:44]2=3)=[CH:39][CH:38]=1)#[N:36], predict the reaction product. The product is: [C:35]([C:37]1[CH:38]=[CH:39][C:40]([CH:43]2[N:48]([CH2:49][C:50]([OH:52])=[O:51])[C:47](=[O:54])[N:46]([C:55]3[CH:60]=[CH:59][CH:58]=[C:57]([C:61]([F:64])([F:62])[F:63])[CH:56]=3)[C:45]3[CH2:65][C:66]([CH3:71])([CH3:70])[NH:67][C:68](=[O:69])[C:44]2=3)=[CH:41][CH:42]=1)#[N:36]. (6) Given the reactants [Br:1]Br.[CH3:3][C:4]1[N:5]=[C:6]2[CH:11]=[CH:10][CH:9]=[CH:8][N:7]2[C:12]=1[C:13](=[O:15])[CH3:14], predict the reaction product. The product is: [Br:1][CH2:14][C:13]([C:12]1[N:7]2[CH:8]=[CH:9][CH:10]=[CH:11][C:6]2=[N:5][C:4]=1[CH3:3])=[O:15].